From a dataset of Forward reaction prediction with 1.9M reactions from USPTO patents (1976-2016). Predict the product of the given reaction. (1) Given the reactants C(OP([CH2:9][C:10]([O:12][CH2:13][CH3:14])=[O:11])(OCC)=O)C.[H-].[Na+].[C:17]1(=O)[CH2:22][CH2:21][CH2:20][CH2:19][CH2:18]1.[NH4+].[Cl-], predict the reaction product. The product is: [C:17]1(=[CH:9][C:10]([O:12][CH2:13][CH3:14])=[O:11])[CH2:22][CH2:21][CH2:20][CH2:19][CH2:18]1. (2) Given the reactants NCC1C=C(C2C=CC=C3C=2CCCN3C(=O)CCCOC2C=CC=C(C)C=2C)C=CC=1.CC1C(C)=CC=CC=1OCCCC(N1C2C(=C(C3C=C(C=CC=3)CNC(=O)OC(C)(C)C)C=CC=2)CCC1)=O.[CH3:72][C:73]1[C:119]([CH3:120])=[CH:118][CH:117]=[CH:116][C:74]=1[O:75][CH2:76][CH2:77][CH2:78][C:79]([N:81]1[C:90]2[C:85](=[C:86]([C:91]3[CH:92]=[N:93][N:94]([CH2:96][C:97]4[CH:98]=[C:99]([CH:113]=[CH:114][CH:115]=4)[C:100]([NH:102][CH2:103][CH2:104][NH:105]C(=O)OC(C)(C)C)=[O:101])[CH:95]=3)[CH:87]=[CH:88][CH:89]=2)[CH2:84][CH2:83][CH2:82]1)=[O:80], predict the reaction product. The product is: [NH2:105][CH2:104][CH2:103][NH:102][C:100](=[O:101])[C:99]1[CH:113]=[CH:114][CH:115]=[C:97]([CH2:96][N:94]2[CH:95]=[C:91]([C:86]3[CH:87]=[CH:88][CH:89]=[C:90]4[C:85]=3[CH2:84][CH2:83][CH2:82][N:81]4[C:79](=[O:80])[CH2:78][CH2:77][CH2:76][O:75][C:74]3[CH:116]=[CH:117][CH:118]=[C:119]([CH3:120])[C:73]=3[CH3:72])[CH:92]=[N:93]2)[CH:98]=1. (3) The product is: [C:1]([O:5][C:6]([NH:8][C@@H:9]([CH2:13][C:14]1[CH:19]=[CH:18][CH:17]=[CH:16][N:15]=1)[C:10]([NH:39][CH2:40][C:41]([C:43]1[CH:44]=[CH:45][C:46]([N:49]2[CH:53]=[CH:52][N:51]=[C:50]2[CH3:54])=[CH:47][CH:48]=1)=[O:42])=[O:12])=[O:7])([CH3:2])([CH3:3])[CH3:4]. Given the reactants [C:1]([O:5][C:6]([NH:8][C@@H:9]([CH2:13][C:14]1[CH:19]=[CH:18][CH:17]=[CH:16][N:15]=1)[C:10]([OH:12])=O)=[O:7])([CH3:4])([CH3:3])[CH3:2].C1(P(N=[N+]=[N-])(C2C=CC=CC=2)=O)C=CC=CC=1.Cl.Cl.[NH2:39][CH2:40][C:41]([C:43]1[CH:48]=[CH:47][C:46]([N:49]2[CH:53]=[CH:52][N:51]=[C:50]2[CH3:54])=[CH:45][CH:44]=1)=[O:42].C(N(C(C)C)CC)(C)C, predict the reaction product. (4) The product is: [Cl:26][C:19]1[C:20]([O:24][CH3:25])=[CH:21][CH:22]=[C:23]2[C:18]=1[N:17]=[C:16]([C:27]1[S:28][CH:29]=[C:30]([CH:32]([CH3:34])[CH3:33])[N:31]=1)[CH:15]=[C:14]2[O:13][C@@H:11]1[CH2:12][N:8]([C:6]([O:5][C:1]([CH3:3])([CH3:2])[CH3:4])=[O:7])[C@H:9]([C:35](=[O:37])[N:72]([CH2:73][CH2:74][CH2:75][CH2:76][CH:77]=[CH2:78])[CH3:71])[CH2:10]1. Given the reactants [C:1]([O:5][C:6]([N:8]1[CH2:12][C@@H:11]([O:13][C:14]2[C:23]3[C:18](=[C:19]([Cl:26])[C:20]([O:24][CH3:25])=[CH:21][CH:22]=3)[N:17]=[C:16]([C:27]3[S:28][CH:29]=[C:30]([CH:32]([CH3:34])[CH3:33])[N:31]=3)[CH:15]=2)[CH2:10][C@H:9]1[C:35]([OH:37])=O)=[O:7])([CH3:4])([CH3:3])[CH3:2].F[B-](F)(F)F.N1(OC(N(C)C)=[N+](C)C)C2C=CC=CC=2N=N1.S(C1C=CC(C)=CC=1)(O)(=O)=O.[CH3:71][NH:72][CH2:73][CH2:74][CH2:75][CH2:76][CH:77]=[CH:78]C.C(N(C(C)C)CC)(C)C, predict the reaction product.